Dataset: Forward reaction prediction with 1.9M reactions from USPTO patents (1976-2016). Task: Predict the product of the given reaction. (1) The product is: [O:42]=[C:37]1[CH2:38][O:39][CH2:40][CH2:41][N:36]1[C:33]1[CH:32]=[CH:31][C:30]([NH:29][C:26]([CH:24]2[O:23][CH2:22][N:21]([C:19]([C:17]3[S:18][C:14]([Cl:13])=[CH:15][CH:16]=3)=[O:20])[CH2:25]2)=[O:28])=[CH:35][CH:34]=1. Given the reactants Cl.CN(C)CCCN=C=NCC.[Cl:13][C:14]1[S:18][C:17]([C:19]([N:21]2[CH2:25][CH:24]([C:26]([OH:28])=O)[O:23][CH2:22]2)=[O:20])=[CH:16][CH:15]=1.[NH2:29][C:30]1[CH:35]=[CH:34][C:33]([N:36]2[CH2:41][CH2:40][O:39][CH2:38][C:37]2=[O:42])=[CH:32][CH:31]=1.C(=O)([O-])O.[Na+], predict the reaction product. (2) Given the reactants [CH3:1][C:2]1[CH:7]=[C:6]([N+:8]([O-:10])=[O:9])[CH:5]=[CH:4][C:3]=1[N:11]=[C:12]1[S:16][CH2:15][C:14]2([CH2:20][CH2:19][CH2:18][CH2:17]2)[NH:13]1.[CH:21]1([CH2:24]Br)[CH2:23][CH2:22]1, predict the reaction product. The product is: [CH3:1][C:2]1[CH:7]=[C:6]([N+:8]([O-:10])=[O:9])[CH:5]=[CH:4][C:3]=1[N:11]=[C:12]1[S:16][CH2:15][C:14]2([CH2:17][CH2:18][CH2:19][CH2:20]2)[N:13]1[CH2:24][CH:21]1[CH2:23][CH2:22]1. (3) Given the reactants [N:1]12[CH2:8][CH2:7][CH:4]([CH2:5][CH2:6]1)[C@@H:3]([NH:9][C:10]([C:12]1[N:13]=[CH:14][C:15]3[N:16]([C:18](Br)=[CH:19][CH:20]=3)[CH:17]=1)=[O:11])[CH2:2]2.[C:22](P(C(C)(C)C)C(C)(C)C)(C)([CH3:24])[CH3:23].C#CC.[C:38]([OH:47])(=[O:46])[C@H:39]([C@@H:41]([C:43]([OH:45])=[O:44])[OH:42])[OH:40], predict the reaction product. The product is: [C:43]([CH:41]([CH:39]([C:38]([OH:47])=[O:46])[OH:40])[OH:42])([OH:45])=[O:44].[N:1]12[CH2:8][CH2:7][CH:4]([CH2:5][CH2:6]1)[C@@H:3]([NH:9][C:10]([C:12]1[N:13]=[CH:14][C:15]3[N:16]([C:18]([C:23]#[C:22][CH3:24])=[CH:19][CH:20]=3)[CH:17]=1)=[O:11])[CH2:2]2.